This data is from Forward reaction prediction with 1.9M reactions from USPTO patents (1976-2016). The task is: Predict the product of the given reaction. (1) Given the reactants [H-].[Na+].[Cl:3][C:4]1[CH:9]=[CH:8][C:7]([C:10]2[CH:15]=[CH:14][N:13]=[CH:12][C:11]=2[CH:16]([CH:18]2[CH2:20][CH2:19]2)[OH:17])=[C:6](F)[CH:5]=1, predict the reaction product. The product is: [Cl:3][C:4]1[CH:9]=[CH:8][C:7]2[C:10]3[C:11](=[CH:12][N:13]=[CH:14][CH:15]=3)[CH:16]([CH:18]3[CH2:20][CH2:19]3)[O:17][C:6]=2[CH:5]=1. (2) Given the reactants [Br:1][C:2]1[CH:3]=[C:4]([OH:9])[C:5]([CH3:8])=[N:6][CH:7]=1.[F:10][CH2:11][CH:12](O)[CH2:13][F:14], predict the reaction product. The product is: [Br:1][C:2]1[CH:3]=[C:4]([O:9][CH:12]([CH2:13][F:14])[CH2:11][F:10])[C:5]([CH3:8])=[N:6][CH:7]=1. (3) Given the reactants [NH2:1][C:2]1[CH:3]=[C:4](Br)[C:5]([C@@H:8]([NH:18][C:19](=[O:25])[O:20][C:21]([CH3:24])([CH3:23])[CH3:22])[CH2:9][C:10]2[CH:15]=[C:14]([F:16])[CH:13]=[C:12]([F:17])[CH:11]=2)=[N:6][CH:7]=1.[Cl:27][C:28]1[CH:36]=[CH:35][C:34](B2OC(C)(C)C(C)(C)O2)=[C:33]2[C:29]=1[C:30]([NH:47][S:48]([CH3:51])(=[O:50])=[O:49])=[N:31][N:32]2[CH3:46].C(=O)(O)[O-].[Na+], predict the reaction product. The product is: [NH2:1][C:2]1[CH:3]=[C:4]([C:34]2[CH:35]=[CH:36][C:28]([Cl:27])=[C:29]3[C:33]=2[N:32]([CH3:46])[N:31]=[C:30]3[NH:47][S:48]([CH3:51])(=[O:49])=[O:50])[C:5]([C@@H:8]([NH:18][C:19](=[O:25])[O:20][C:21]([CH3:24])([CH3:23])[CH3:22])[CH2:9][C:10]2[CH:15]=[C:14]([F:16])[CH:13]=[C:12]([F:17])[CH:11]=2)=[N:6][CH:7]=1. (4) Given the reactants [F:1][C:2]1[CH:8]=[C:7]([F:9])[CH:6]=[CH:5][C:3]=1[NH2:4].C(N(CC)CC)C.Cl[C:18](=[O:24])[C:19]([O:21][CH2:22][CH3:23])=[O:20], predict the reaction product. The product is: [F:1][C:2]1[CH:8]=[C:7]([F:9])[CH:6]=[CH:5][C:3]=1[NH:4][C:18](=[O:24])[C:19]([O:21][CH2:22][CH3:23])=[O:20].